Task: Predict the product of the given reaction.. Dataset: Forward reaction prediction with 1.9M reactions from USPTO patents (1976-2016) (1) Given the reactants [CH3:1][O:2][C:3](=[O:34])[CH2:4][C@H:5]1[C:9]2[CH:10]=[CH:11][C:12]([O:14][C@H:15]3[C:23]4[C:18](=[C:19](B5OC(C)(C)C(C)(C)O5)[CH:20]=[CH:21][C:22]=4[F:24])[CH2:17][CH2:16]3)=[CH:13][C:8]=2[O:7][CH2:6]1.Br[C:36]1[C:41]([CH3:42])=[CH:40][C:39]([C:43]2[CH:48]=[CH:47][N:46]=[CH:45][CH:44]=2)=[CH:38][C:37]=1[CH3:49].BrC1C=CC(F)=C2C=1CC[C@H]2OC1C=CC2[C@H](CC(OC)=O)COC=2C=1, predict the reaction product. The product is: [CH3:1][O:2][C:3](=[O:34])[CH2:4][C@H:5]1[C:9]2[CH:10]=[CH:11][C:12]([O:14][C@H:15]3[C:23]4[C:18](=[C:19]([C:36]5[C:37]([CH3:49])=[CH:38][C:39]([C:43]6[CH:44]=[CH:45][N:46]=[CH:47][CH:48]=6)=[CH:40][C:41]=5[CH3:42])[CH:20]=[CH:21][C:22]=4[F:24])[CH2:17][CH2:16]3)=[CH:13][C:8]=2[O:7][CH2:6]1. (2) Given the reactants [CH:1]1([C:6]2[NH:10][C:9]3[C:11]([C:16]([OH:18])=O)=[CH:12][CH:13]=[C:14]([OH:15])[C:8]=3[N:7]=2)[CH2:5][CH2:4][CH2:3][CH2:2]1.[NH2:19][CH2:20][CH:21]1[CH2:26][CH2:25][CH2:24][CH2:23][N:22]1C(OC(C)(C)C)=O, predict the reaction product. The product is: [CH:1]1([C:6]2[NH:10][C:9]3[C:11]([C:16]([NH:19][CH2:20][CH:21]4[CH2:26][CH2:25][CH2:24][CH2:23][NH:22]4)=[O:18])=[CH:12][CH:13]=[C:14]([OH:15])[C:8]=3[N:7]=2)[CH2:2][CH2:3][CH2:4][CH2:5]1. (3) The product is: [I:29][C:2]1[CH:7]=[CH:6][C:5]([NH:8][C:9]([NH:11][C:12]2[CH:17]=[CH:16][CH:15]=[C:14]([C:18]3[CH:23]=[CH:22][CH:21]=[C:20]([N:24]4[CH2:28][CH2:27][CH2:26][CH2:25]4)[N:19]=3)[CH:13]=2)=[O:10])=[CH:4][CH:3]=1. Given the reactants Cl[C:2]1[CH:7]=[CH:6][C:5]([NH:8][C:9]([NH:11][C:12]2[CH:17]=[CH:16][CH:15]=[C:14]([C:18]3[CH:23]=[CH:22][CH:21]=[C:20]([N:24]4[CH2:28][CH2:27][CH2:26][CH2:25]4)[N:19]=3)[CH:13]=2)=[O:10])=[CH:4][CH:3]=1.[I:29]C1C=CC(N)=CC=1.CCN(C(C)C)C(C)C, predict the reaction product. (4) The product is: [CH3:1][O:2][C:3]1[N:8]2[N:9]=[C:10]([CH:12]=[O:13])[CH:11]=[C:7]2[C:6]([CH2:14][O:15][CH:16]2[CH2:21][CH2:20][CH2:19][CH2:18][O:17]2)=[CH:5][CH:4]=1. Given the reactants [CH3:1][O:2][C:3]1[N:8]2[N:9]=[C:10]([CH2:12][OH:13])[CH:11]=[C:7]2[C:6]([CH2:14][O:15][CH:16]2[CH2:21][CH2:20][CH2:19][CH2:18][O:17]2)=[CH:5][CH:4]=1, predict the reaction product.